Dataset: Plasma protein binding rate (PPBR) regression data from AstraZeneca. Task: Regression/Classification. Given a drug SMILES string, predict its absorption, distribution, metabolism, or excretion properties. Task type varies by dataset: regression for continuous measurements (e.g., permeability, clearance, half-life) or binary classification for categorical outcomes (e.g., BBB penetration, CYP inhibition). For this dataset (ppbr_az), we predict Y. The compound is COc1ccc(-c2nc3c(NCCCN(C)C(=O)C4CCC4)c(Br)cnc3[nH]2)cc1. The Y is 99.8 %.